From a dataset of Full USPTO retrosynthesis dataset with 1.9M reactions from patents (1976-2016). Predict the reactants needed to synthesize the given product. (1) The reactants are: [Cl:1][C:2]1[CH:3]=[C:4]([NH:8][C:9]2[CH:14]=[CH:13][N:12]3[N:15]=[CH:16][C:17]([CH:18]=O)=[C:11]3[N:10]=2)[CH:5]=[CH:6][CH:7]=1.[S:20]1[CH2:24][C:23](=[O:25])[NH:22][C:21]1=[O:26].N1CCCCC1. Given the product [Cl:1][C:2]1[CH:3]=[C:4]([NH:8][C:9]2[CH:14]=[CH:13][N:12]3[N:15]=[CH:16][C:17]([CH:18]=[C:24]4[S:20][C:21](=[O:26])[NH:22][C:23]4=[O:25])=[C:11]3[N:10]=2)[CH:5]=[CH:6][CH:7]=1, predict the reactants needed to synthesize it. (2) Given the product [Br:1][C:2]1[CH:9]=[CH:8][C:7]([N+:10]([O-:12])=[O:11])=[C:4]([CH:3]=1)[CH:5]=[O:6], predict the reactants needed to synthesize it. The reactants are: [Br:1][C:2]1[CH:3]=[C:4]([CH:7]=[CH:8][CH:9]=1)[CH:5]=[O:6].[N+:10]([O-])([OH:12])=[O:11]. (3) Given the product [C:1]([C:3]1[CH:4]=[C:5]([NH:6][CH2:19][CH2:18][NH:17][C:10](=[O:11])[O:12][C:13]([CH3:16])([CH3:15])[CH3:14])[CH:7]=[CH:8][CH:9]=1)#[CH:2], predict the reactants needed to synthesize it. The reactants are: [C:1]([C:3]1[CH:4]=[C:5]([CH:7]=[CH:8][CH:9]=1)[NH2:6])#[CH:2].[C:10]([NH:17][CH2:18][CH:19]=O)([O:12][C:13]([CH3:16])([CH3:15])[CH3:14])=[O:11].C(O[BH-](OC(=O)C)OC(=O)C)(=O)C.[Na+].C(=O)([O-])O.[Na+]. (4) Given the product [C:22]([CH2:21][C:14]1[C:13]([F:28])=[C:12]([O:8][CH2:1][C:2]2[CH:7]=[CH:6][CH:5]=[CH:4][CH:3]=2)[CH:17]=[CH:16][C:15]=1[N+:18]([O-:20])=[O:19])(=[O:24])[CH3:23], predict the reactants needed to synthesize it. The reactants are: [CH2:1]([OH:8])[C:2]1[CH:7]=[CH:6][CH:5]=[CH:4][CH:3]=1.[H-].[Na+].F[C:12]1[CH:17]=[CH:16][C:15]([N+:18]([O-:20])=[O:19])=[C:14]([CH2:21][C:22](OC)([O:24]C)[CH3:23])[C:13]=1[F:28]. (5) Given the product [CH3:12][N:9]1[CH:8]=[N:7][C:6]2[C:10]1=[N:11][C:3]([N:1]1[CH:22]=[CH:23][C:24]([CH3:25])=[N:2]1)=[N:4][C:5]=2[NH:13][C:14]1[CH:15]=[CH:16][CH:17]=[CH:18][CH:19]=1, predict the reactants needed to synthesize it. The reactants are: [NH:1]([C:3]1[N:11]=[C:10]2[C:6]([N:7]=[CH:8][N:9]2[CH3:12])=[C:5]([NH:13][C:14]2[CH:19]=[CH:18][CH:17]=[CH:16][CH:15]=2)[N:4]=1)[NH2:2].CO[CH:22](OC)[CH2:23][C:24](=O)[CH3:25]. (6) The reactants are: [Cl:1][C:2]1[CH:21]=[CH:20][CH:19]=[C:18]([Cl:22])[C:3]=1[CH2:4][CH:5]1[CH2:9][CH2:8][N:7]([CH:10]2[CH2:15][CH2:14][C:13](=O)[CH2:12][CH2:11]2)[C:6]1=[O:17].[CH3:23][NH2:24].C(O[BH-](OC(=O)C)OC(=O)C)(=O)C.[Na+].C(O)(=O)C. Given the product [Cl:1][C:2]1[CH:21]=[CH:20][CH:19]=[C:18]([Cl:22])[C:3]=1[CH2:4][CH:5]1[CH2:9][CH2:8][N:7]([CH:10]2[CH2:15][CH2:14][CH:13]([NH:24][CH3:23])[CH2:12][CH2:11]2)[C:6]1=[O:17], predict the reactants needed to synthesize it. (7) Given the product [CH2:9]([O:11][C:12]([C:14]1[NH:15][C:16]([Br:8])=[CH:17][CH:18]=1)=[O:13])[CH3:10], predict the reactants needed to synthesize it. The reactants are: C1C(=O)N([Br:8])C(=O)C1.[CH2:9]([O:11][C:12]([C:14]1[NH:15][CH:16]=[CH:17][CH:18]=1)=[O:13])[CH3:10]. (8) Given the product [O:30]=[C:29]1[O:1][N:2]=[C:3]([C:5]2[CH:6]=[CH:7][C:8]([N:11]3[CH:12]4[CH2:18][CH2:17][CH:16]3[CH2:15][N:14]([C:19]([O:21][C:22]([CH3:25])([CH3:24])[CH3:23])=[O:20])[CH2:13]4)=[N:9][CH:10]=2)[NH:4]1, predict the reactants needed to synthesize it. The reactants are: [OH:1][NH:2][C:3]([C:5]1[CH:6]=[CH:7][C:8]([N:11]2[CH:16]3[CH2:17][CH2:18][CH:12]2[CH2:13][N:14]([C:19]([O:21][C:22]([CH3:25])([CH3:24])[CH3:23])=[O:20])[CH2:15]3)=[N:9][CH:10]=1)=[NH:4].CN([CH:29]=[O:30])C.ClC(OC)=O.